From a dataset of Full USPTO retrosynthesis dataset with 1.9M reactions from patents (1976-2016). Predict the reactants needed to synthesize the given product. (1) Given the product [CH3:1][O:2][C:3]1[CH:4]=[C:5]([CH3:29])[C:6]([N:10]2[C:14]3=[N:15][C:16]([CH3:27])=[CH:17][C:18]([N:39]4[CH2:44][CH2:43][CH:42]([CH2:45][C:46]#[N:47])[CH2:41][CH2:40]4)=[C:13]3[C:12]([CH3:28])=[CH:11]2)=[C:7]([CH3:9])[CH:8]=1, predict the reactants needed to synthesize it. The reactants are: [CH3:1][O:2][C:3]1[CH:8]=[C:7]([CH3:9])[C:6]([N:10]2[C:14]3=[N:15][C:16]([CH3:27])=[CH:17][C:18](OS(C(F)(F)F)(=O)=O)=[C:13]3[C:12]([CH3:28])=[CH:11]2)=[C:5]([CH3:29])[CH:4]=1.C(N(CC)C(C)C)(C)C.[NH:39]1[CH2:44][CH2:43][CH:42]([CH2:45][C:46]#[N:47])[CH2:41][CH2:40]1.C(OCC)(=O)C. (2) Given the product [NH2:19][C:20]1[CH:21]=[C:22]([CH:40]=[CH:41][C:42]=1[C:43]#[N:44])[C:23]([NH:25][C:26]1[C:27]([CH3:39])=[CH:28][C:29]([C:33]2([C:35]([F:36])([F:37])[F:38])[O:8][N:7]=[C:6]([C:5]3[CH:9]=[CH:10][C:2]([Cl:1])=[CH:3][CH:4]=3)[CH2:34]2)=[CH:30][C:31]=1[CH3:32])=[O:24], predict the reactants needed to synthesize it. The reactants are: [Cl:1][C:2]1[CH:10]=[CH:9][C:5]([CH:6]=[N:7][OH:8])=[CH:4][CH:3]=1.ClN1C(=O)CCC1=O.[NH2:19][C:20]1[CH:21]=[C:22]([CH:40]=[CH:41][C:42]=1[C:43]#[N:44])[C:23]([NH:25][C:26]1[C:31]([CH3:32])=[CH:30][C:29]([C:33]([C:35]([F:38])([F:37])[F:36])=[CH2:34])=[CH:28][C:27]=1[CH3:39])=[O:24]. (3) Given the product [CH3:6][O:5][C:3](=[O:4])[CH2:2][NH:1][CH2:8][C:9]1[CH:10]=[C:11]([CH:16]=[CH:17][C:18]=1[N+:19]([O-:21])=[O:20])[C:12]([O:14][CH3:15])=[O:13], predict the reactants needed to synthesize it. The reactants are: [NH2:1][CH2:2][C:3]([O:5][CH3:6])=[O:4].Br[CH2:8][C:9]1[CH:10]=[C:11]([CH:16]=[CH:17][C:18]=1[N+:19]([O-:21])=[O:20])[C:12]([O:14][CH3:15])=[O:13].CCN(C(C)C)C(C)C. (4) Given the product [OH:10][C:5]1[C:4]2[CH2:3][CH2:2][CH2:1][C:9]=2[C:8]([CH:12]=[O:13])=[CH:7][CH:6]=1, predict the reactants needed to synthesize it. The reactants are: [CH2:1]1[C:9]2[CH:8]=[CH:7][CH:6]=[C:5]([OH:10])[C:4]=2[CH2:3][CH2:2]1.Cl[CH:12](Cl)[O:13]C. (5) Given the product [F:31][C:20]([F:32])([C:21]([F:29])([F:30])[C:22]([F:27])([F:28])[C:23]([F:24])([F:25])[F:26])[CH2:19][CH2:14][CH2:15][CH2:16][CH2:17][OH:18], predict the reactants needed to synthesize it. The reactants are: CC(N=NC(C#N)(C)C)(C#N)C.I[CH:14]([CH2:19][C:20]([F:32])([F:31])[C:21]([F:30])([F:29])[C:22]([F:28])([F:27])[C:23]([F:26])([F:25])[F:24])[CH2:15][CH2:16][CH2:17][OH:18].P(O)(O)O.C(N(CC)CC)C. (6) Given the product [C:39]([NH:62][C@@H:2]([CH3:3])[C:1]([O:24][CH2:25][C@H:26]1[S:30][CH2:29][C@@H:28]([N:31]2[CH:36]=[CH:35][C:34]([NH2:37])=[N:33][C:32]2=[O:38])[O:27]1)=[O:23])(=[O:61])[CH2:40][CH2:41]/[CH:42]=[CH:43]\[CH2:44]/[CH:45]=[CH:46]\[CH2:47]/[CH:48]=[CH:49]\[CH2:50]/[CH:51]=[CH:52]\[CH2:53]/[CH:54]=[CH:55]\[CH2:56]/[CH:57]=[CH:58]\[CH2:59][CH3:60], predict the reactants needed to synthesize it. The reactants are: [C:1]([O:24][CH2:25][C@H:26]1[S:30][CH2:29][C@@H:28]([N:31]2[CH:36]=[CH:35][C:34]([NH2:37])=[N:33][C:32]2=[O:38])[O:27]1)(=[O:23])[CH2:2][CH2:3]/C=C\C/C=C\C/C=C\C/C=C\C/C=C\C/C=C\CC.[C:39]([NH:62][C@@H](C)C(O)=O)(=[O:61])[CH2:40][CH2:41]/[CH:42]=[CH:43]\[CH2:44]/[CH:45]=[CH:46]\[CH2:47]/[CH:48]=[CH:49]\[CH2:50]/[CH:51]=[CH:52]\[CH2:53]/[CH:54]=[CH:55]\[CH2:56]/[CH:57]=[CH:58]\[CH2:59][CH3:60]. (7) The reactants are: C(OC([N:8]1[CH2:13][CH2:12][N:11]([C:14]2[CH:15]=[C:16]3[C:20](=[CH:21][CH:22]=2)[N:19]([CH2:23][C:24]([O:26]C(C)(C)C)=[O:25])[CH:18]=[CH:17]3)[CH2:10][CH2:9]1)=O)(C)(C)C.C(O)(C(F)(F)F)=O. Given the product [N:11]1([C:14]2[CH:15]=[C:16]3[C:20](=[CH:21][CH:22]=2)[N:19]([CH2:23][C:24]([OH:26])=[O:25])[CH:18]=[CH:17]3)[CH2:12][CH2:13][NH:8][CH2:9][CH2:10]1, predict the reactants needed to synthesize it.